This data is from Full USPTO retrosynthesis dataset with 1.9M reactions from patents (1976-2016). The task is: Predict the reactants needed to synthesize the given product. (1) Given the product [Cl:1][C:2]1[CH:3]=[C:4]([CH:9]=[CH:10][C:11]=1[O:12][C:13]1[CH:18]=[C:17]([C:19]([NH:21][C:22]2[S:23][CH:24]=[CH:25][N:26]=2)=[O:20])[CH:16]=[C:15]([O:27][CH:28]([CH3:30])[CH3:29])[CH:14]=1)[C:5]([OH:7])=[O:6], predict the reactants needed to synthesize it. The reactants are: [Cl:1][C:2]1[CH:3]=[C:4]([CH:9]=[CH:10][C:11]=1[O:12][C:13]1[CH:18]=[C:17]([C:19]([NH:21][C:22]2[S:23][CH:24]=[CH:25][N:26]=2)=[O:20])[CH:16]=[C:15]([O:27][CH:28]([CH3:30])[CH3:29])[CH:14]=1)[C:5]([O:7]C)=[O:6].O.[OH-].[Li+]. (2) The reactants are: [F:1][C:2]1[CH:3]=[C:4]([CH:29]=[C:30]([N:32]2[CH2:37][CH2:36][CH2:35][CH2:34][CH2:33]2)[CH:31]=1)[C:5]([NH:7][C:8]1[C:17]2[C:12](=[CH:13][CH:14]=[CH:15][CH:16]=2)[C:11]([O:18][C:19]2[CH:24]=[CH:23][N:22]=[C:21](S(C)(=O)=O)[N:20]=2)=[CH:10][CH:9]=1)=[O:6].[C:38]([O:42][C:43]([N:45]1[CH2:50][CH2:49][NH:48][CH2:47][CH2:46]1)=[O:44])([CH3:41])([CH3:40])[CH3:39]. Given the product [C:38]([O:42][C:43]([N:45]1[CH2:50][CH2:49][N:48]([C:21]2[N:20]=[C:19]([O:18][C:11]3[C:12]4[C:17](=[CH:16][CH:15]=[CH:14][CH:13]=4)[C:8]([NH:7][C:5](=[O:6])[C:4]4[CH:29]=[C:30]([N:32]5[CH2:37][CH2:36][CH2:35][CH2:34][CH2:33]5)[CH:31]=[C:2]([F:1])[CH:3]=4)=[CH:9][CH:10]=3)[CH:24]=[CH:23][N:22]=2)[CH2:47][CH2:46]1)=[O:44])([CH3:41])([CH3:39])[CH3:40], predict the reactants needed to synthesize it. (3) Given the product [CH3:2][O:3][C:4]1[C:9]2[N:10]=[C:11]([C:13]3[NH:22][C:16]4[CH2:17][CH2:18][N:19]([C:43]([C:42]5[CH:46]=[CH:47][N:48]=[C:40]([CH3:39])[CH:41]=5)=[O:44])[CH2:20][CH2:21][C:15]=4[N:14]=3)[S:12][C:8]=2[C:7]([N:23]2[CH2:24][CH2:25][O:26][CH2:27][CH2:28]2)=[CH:6][CH:5]=1, predict the reactants needed to synthesize it. The reactants are: Cl.[CH3:2][O:3][C:4]1[C:9]2[N:10]=[C:11]([C:13]3[NH:22][C:16]4[CH2:17][CH2:18][NH:19][CH2:20][CH2:21][C:15]=4[N:14]=3)[S:12][C:8]=2[C:7]([N:23]2[CH2:28][CH2:27][O:26][CH2:25][CH2:24]2)=[CH:6][CH:5]=1.C(N(C(C)C)C(C)C)C.Cl.[CH3:39][C:40]1[CH:41]=[C:42]([CH:46]=[CH:47][N:48]=1)[C:43](Cl)=[O:44]. (4) Given the product [CH3:1][C:2]1([C:8]([NH:10][C:11]2[CH:16]=[CH:15][CH:14]=[C:13]([S:17](=[O:20])(=[O:19])[NH2:18])[CH:12]=2)=[O:9])[CH2:3][CH2:4][N:5]([C:22]2[C:23]3[C:30]([CH3:31])=[CH:29][NH:28][C:24]=3[N:25]=[CH:26][N:27]=2)[CH2:6][CH2:7]1, predict the reactants needed to synthesize it. The reactants are: [CH3:1][C:2]1([C:8]([NH:10][C:11]2[CH:16]=[CH:15][CH:14]=[C:13]([S:17](=[O:20])(=[O:19])[NH2:18])[CH:12]=2)=[O:9])[CH2:7][CH2:6][NH:5][CH2:4][CH2:3]1.Cl[C:22]1[C:23]2[C:30]([CH3:31])=[CH:29][NH:28][C:24]=2[N:25]=[CH:26][N:27]=1.C(N(CC)C(C)C)(C)C. (5) The reactants are: S(S([O-])=O)([O-])=O.[Na+].[Na+].[N+:9]([C:12]1[C:13]([S:30][CH2:31][C:32](OC)=[O:33])=[N:14][C:15]([N:18]2[CH2:23][CH2:22][N:21]([C:24]3[N:29]=[CH:28][CH:27]=[CH:26][N:25]=3)[CH2:20][CH2:19]2)=[N:16][CH:17]=1)([O-])=O.C(N(CC)CC)C. Given the product [N:29]1[CH:28]=[CH:27][CH:26]=[N:25][C:24]=1[N:21]1[CH2:20][CH2:19][N:18]([C:15]2[N:16]=[CH:17][C:12]3[NH:9][C:32](=[O:33])[CH2:31][S:30][C:13]=3[N:14]=2)[CH2:23][CH2:22]1, predict the reactants needed to synthesize it. (6) Given the product [F:1][C:2]1[C:3]([NH:18][CH:19]2[CH:24]3[CH2:25][CH:21]([CH2:22][CH:23]3[NH:31][C:34]([N:55]3[CH2:59][CH2:58][CH2:57][CH2:56]3)=[O:40])[CH2:20]2)=[N:4][C:5]([C:8]2[C:16]3[C:11](=[N:12][CH:13]=[C:14]([F:17])[CH:15]=3)[NH:10][CH:9]=2)=[N:6][CH:7]=1, predict the reactants needed to synthesize it. The reactants are: [F:1][C:2]1[C:3]([NH:18][CH:19]2[CH:24]3[CH2:25][CH:21]([CH2:22][CH:23]3C(O)=O)[CH2:20]2)=[N:4][C:5]([C:8]2[C:16]3[C:11](=[N:12][CH:13]=[C:14]([F:17])[CH:15]=3)[NH:10][CH:9]=2)=[N:6][CH:7]=1.C([N:31]([CH2:34]C)CC)C.N(P(OC1C=CC=CC=1)(OC1C=CC=CC=1)=[O:40])=[N+]=[N-].[NH:55]1[CH2:59][CH2:58][CH2:57][CH2:56]1. (7) Given the product [Cl:10][C:11]1[N:12]=[CH:13][C:14]([CH2:17][N:7]2[CH2:8][CH2:9][N:4]([CH:1]([CH3:3])[CH3:2])[CH2:5][CH2:6]2)=[CH:15][CH:16]=1, predict the reactants needed to synthesize it. The reactants are: [CH:1]([N:4]1[CH2:9][CH2:8][NH:7][CH2:6][CH2:5]1)([CH3:3])[CH3:2].[Cl:10][C:11]1[CH:16]=[CH:15][C:14]([CH2:17]Cl)=[CH:13][N:12]=1.C([O-])([O-])=O.[K+].[K+].